This data is from Forward reaction prediction with 1.9M reactions from USPTO patents (1976-2016). The task is: Predict the product of the given reaction. Given the reactants [CH3:1][O:2][CH2:3][C:4]([C:7]1[CH:11]=[C:10]([NH2:12])[O:9][N:8]=1)([CH3:6])[CH3:5].C(C1C=C(N[C:22](=[O:30])[O:23][C:24]2[CH:29]=[CH:28][CH:27]=[CH:26][CH:25]=2)ON=1)(C)C, predict the reaction product. The product is: [CH3:1][O:2][CH2:3][C:4]([C:7]1[CH:11]=[C:10]([NH:12][C:22](=[O:30])[O:23][C:24]2[CH:29]=[CH:28][CH:27]=[CH:26][CH:25]=2)[O:9][N:8]=1)([CH3:6])[CH3:5].